Dataset: Catalyst prediction with 721,799 reactions and 888 catalyst types from USPTO. Task: Predict which catalyst facilitates the given reaction. (1) Reactant: [Cl:1][C:2]1[CH:7]=[CH:6][C:5]([NH2:8])=[CH:4][CH:3]=1.[Br:9][C:10]1[CH:17]=[CH:16][CH:15]=[CH:14][C:11]=1[CH:12]=O.[CH2:18]=[C:19]([CH3:21])[CH3:20].FC(F)(F)S([O-])(=O)=O.[Yb+3].FC(F)(F)S([O-])(=O)=O.FC(F)(F)S([O-])(=O)=O. Product: [Br:9][C:10]1[CH:17]=[CH:16][CH:15]=[CH:14][C:11]=1[CH:12]1[CH2:18][C:19]([CH3:21])([CH3:20])[C:6]2[C:5](=[CH:4][CH:3]=[C:2]([Cl:1])[CH:7]=2)[NH:8]1. The catalyst class is: 115. (2) Reactant: [CH3:1][S:2][C:3]1[N:8]=[C:7]([NH:9][CH2:10][C:11]2[CH:12]=[N:13][CH:14]=[CH:15][CH:16]=2)[C:6]([CH2:17][OH:18])=[CH:5][N:4]=1. Product: [CH3:1][S:2][C:3]1[N:8]=[C:7]([NH:9][CH2:10][C:11]2[CH:12]=[N:13][CH:14]=[CH:15][CH:16]=2)[C:6]([CH:17]=[O:18])=[CH:5][N:4]=1. The catalyst class is: 704. (3) Reactant: [CH2:1]([O:3][C:4]([N:6]1[CH2:11][CH2:10][N:9]([C:12]([CH:14]([NH:23][C:24]([C:26]2[CH:35]=[C:34]([O:36][CH3:37])[C:33]3[C:28](=[CH:29][CH:30]=[CH:31][CH:32]=3)[N:27]=2)=[O:25])[CH2:15][C:16]2[CH:21]=[CH:20][CH:19]=[CH:18][C:17]=2[OH:22])=[O:13])[CH2:8][CH2:7]1)=[O:5])[CH3:2].Br[CH2:39][C:40]([O:42][CH2:43][CH3:44])=[O:41]. Product: [CH2:1]([O:3][C:4]([N:6]1[CH2:7][CH2:8][N:9]([C:12]([CH:14]([NH:23][C:24]([C:26]2[CH:35]=[C:34]([O:36][CH3:37])[C:33]3[C:28](=[CH:29][CH:30]=[CH:31][CH:32]=3)[N:27]=2)=[O:25])[CH2:15][C:16]2[CH:21]=[CH:20][CH:19]=[CH:18][C:17]=2[O:22][CH2:39][C:40]([O:42][CH2:43][CH3:44])=[O:41])=[O:13])[CH2:10][CH2:11]1)=[O:5])[CH3:2]. The catalyst class is: 3. (4) Reactant: [Cl:1][C:2]1[C:11]2[CH2:10][N:9]([C:12]3[CH:21]=[C:20]4[C:15]([CH2:16][CH2:17][CH:18]([C:22]5[C:27]([F:28])=[CH:26][CH:25]=[CH:24][N:23]=5)[O:19]4)=[CH:14][C:13]=3[Cl:29])[C:8](=[O:30])[NH:7][C:6]=2[CH:5]=[CH:4][N:3]=1.[H-].[Na+].Br[CH2:34][CH2:35][O:36][CH3:37].O. Product: [Cl:1][C:2]1[C:11]2[CH2:10][N:9]([C:12]3[CH:21]=[C:20]4[C:15]([CH2:16][CH2:17][CH:18]([C:22]5[C:27]([F:28])=[CH:26][CH:25]=[CH:24][N:23]=5)[O:19]4)=[CH:14][C:13]=3[Cl:29])[C:8](=[O:30])[N:7]([CH2:34][CH2:35][O:36][CH3:37])[C:6]=2[CH:5]=[CH:4][N:3]=1. The catalyst class is: 3. (5) Reactant: [C:1]([C:3]1[C:4]([NH:9][C:10](=O)[CH2:11][CH2:12][CH2:13][CH2:14][CH2:15][C:16]2[CH:21]=[CH:20][CH:19]=[CH:18][CH:17]=2)=[N:5][CH:6]=[CH:7][CH:8]=1)#[N:2].C([OH:25])C.OO.O. Product: [C:16]1([CH2:15][CH2:14][CH2:13][CH2:12][CH2:11][C:10]2[NH:2][C:1](=[O:25])[C:3]3[CH:8]=[CH:7][CH:6]=[N:5][C:4]=3[N:9]=2)[CH:21]=[CH:20][CH:19]=[CH:18][CH:17]=1. The catalyst class is: 74.